This data is from Full USPTO retrosynthesis dataset with 1.9M reactions from patents (1976-2016). The task is: Predict the reactants needed to synthesize the given product. (1) Given the product [ClH:49].[C:44]([C:40]1[CH:39]=[C:38]([CH:43]=[CH:42][CH:41]=1)[CH2:37][NH:7][C@@H:8]1[C@@H:13]([OH:14])[C@H:12]([CH2:15][C:16]2[CH:17]=[CH:18][C:19]([NH:22][C:23]3[CH:27]=[C:26]([C:28]4[CH:29]=[CH:30][C:31]([F:34])=[CH:32][CH:33]=4)[O:25][N:24]=3)=[CH:20][CH:21]=2)[CH2:11][S:10](=[O:36])(=[O:35])[CH2:9]1)([CH3:47])([CH3:45])[CH3:46], predict the reactants needed to synthesize it. The reactants are: C(OC(=O)[N:7]([CH2:37][C:38]1[CH:43]=[CH:42][CH:41]=[C:40]([C:44]([CH3:47])([CH3:46])[CH3:45])[CH:39]=1)[C@@H:8]1[C@@H:13]([OH:14])[C@H:12]([CH2:15][C:16]2[CH:21]=[CH:20][C:19]([NH:22][C:23]3[CH:27]=[C:26]([C:28]4[CH:33]=[CH:32][C:31]([F:34])=[CH:30][CH:29]=4)[O:25][N:24]=3)=[CH:18][CH:17]=2)[CH2:11][S:10](=[O:36])(=[O:35])[CH2:9]1)(C)(C)C.[ClH:49]. (2) The reactants are: [OH:1][CH:2]([C@@H:14]([NH:19]C(=O)OC(C)(C)C)[CH2:15][CH2:16][CH2:17][CH3:18])[CH2:3][NH:4][S:5]([C:8]1[CH:13]=[CH:12][CH:11]=[CH:10][N:9]=1)(=[O:7])=[O:6].O[C@@H]([C@@H](NC(=O)OC(C)(C)C)CCCC)CNS(C1C=CC=CN=1)(=O)=O.[ClH:53]. Given the product [ClH:53].[NH2:19][C@@H:14]([CH2:15][CH2:16][CH2:17][CH3:18])[C@@H:2]([OH:1])[CH2:3][NH:4][S:5]([C:8]1[CH:13]=[CH:12][CH:11]=[CH:10][N:9]=1)(=[O:7])=[O:6], predict the reactants needed to synthesize it. (3) Given the product [C:5]1(=[O:39])[N:10]([CH2:11][C:12]2[N:13]=[C:14]([N:17]3[CH2:20][CH:19]([S:21][C:58]4[C@H:59]([CH3:82])[C@@H:60]5[C@@H:77]([C@H:78]([OH:80])[CH3:79])[C:76](=[O:81])[N:61]5[C:62]=4[C:63]([O:65][CH2:66][C:67]4[CH:68]=[CH:69][C:70]([N+:73]([O-:75])=[O:74])=[CH:71][CH:72]=4)=[O:64])[CH2:18]3)[S:15][CH:16]=2)[C:2](=[O:9])[CH2:3][CH2:4]1, predict the reactants needed to synthesize it. The reactants are: [Na+].[C:2]([NH:10][CH2:11][C:12]1[N:13]=[C:14]([N:17]2[CH2:20][CH:19]([S:21]C3[C@H](C)[C@@H]4[C@@H]([C@H](O)C)C(=O)N4C=3C([O-])=O)[CH2:18]2)[S:15][CH:16]=1)(=[O:9])[C:3]1C=CC=[CH:5][CH:4]=1.C(O)(=[O:39])C.NN.C1(P(O[C:58]2[C@H:59]([CH3:82])[C@H:60]3[C@@H:77]([C@H:78]([OH:80])[CH3:79])[C:76](=[O:81])[N:61]3[C:62]=2[C:63]([O:65][CH2:66][C:67]2[CH:72]=[CH:71][C:70]([N+:73]([O-:75])=[O:74])=[CH:69][CH:68]=2)=[O:64])(C2C=CC=CC=2)=O)C=CC=CC=1.C(N(C(C)C)CC)(C)C.C(=O)([O-])O.[Na+].